This data is from Forward reaction prediction with 1.9M reactions from USPTO patents (1976-2016). The task is: Predict the product of the given reaction. (1) Given the reactants C([O:8][C:9]1[N:14]=[CH:13][C:12]([O:15][C:16]2[CH:44]=[C:43]([N:45]3[CH2:50][CH2:49][N:48]([CH2:51][C:52]4[CH2:57][CH2:56][C:55]([CH3:59])([CH3:58])[CH2:54][C:53]=4[C:60]4[CH:65]=[CH:64][C:63]([Cl:66])=[CH:62][CH:61]=4)[CH2:47][CH2:46]3)[CH:42]=[CH:41][C:17]=2[C:18]([NH:20][S:21]([C:24]2[CH:29]=[CH:28][C:27]([NH:30][CH2:31][CH:32]3[CH2:37][CH2:36][O:35][CH2:34][CH2:33]3)=[C:26]([N+:38]([O-:40])=[O:39])[CH:25]=2)(=[O:23])=[O:22])=[O:19])=[CH:11][CH:10]=1)C1C=CC=CC=1.FC(F)(F)C(O)=O, predict the reaction product. The product is: [Cl:66][C:63]1[CH:62]=[CH:61][C:60]([C:53]2[CH2:54][C:55]([CH3:58])([CH3:59])[CH2:56][CH2:57][C:52]=2[CH2:51][N:48]2[CH2:47][CH2:46][N:45]([C:43]3[CH:42]=[CH:41][C:17]([C:18]([NH:20][S:21]([C:24]4[CH:29]=[CH:28][C:27]([NH:30][CH2:31][CH:32]5[CH2:37][CH2:36][O:35][CH2:34][CH2:33]5)=[C:26]([N+:38]([O-:40])=[O:39])[CH:25]=4)(=[O:23])=[O:22])=[O:19])=[C:16]([O:15][C:12]4[CH:13]=[N:14][C:9]([OH:8])=[CH:10][CH:11]=4)[CH:44]=3)[CH2:50][CH2:49]2)=[CH:65][CH:64]=1. (2) Given the reactants [CH2:1]([O:3][C:4]([CH:6]1[N:11](CC2C=CC(OC)=CC=2OC)[CH2:10][C:9]2[N:23]=[C:24]([C:26]3[CH:31]=[CH:30][C:29]([C:32]([CH3:35])([CH3:34])[CH3:33])=[CH:28][CH:27]=3)[S:25][C:8]=2[C:7]1=[O:36])=[O:5])[CH3:2].S(Cl)(Cl)=O, predict the reaction product. The product is: [CH2:1]([O:3][C:4]([C:6]1[N:11]=[CH:10][C:9]2[N:23]=[C:24]([C:26]3[CH:27]=[CH:28][C:29]([C:32]([CH3:35])([CH3:34])[CH3:33])=[CH:30][CH:31]=3)[S:25][C:8]=2[C:7]=1[OH:36])=[O:5])[CH3:2]. (3) Given the reactants [CH3:1][S:2][C:3]1[S:4][C:5]2[CH:11]=[C:10]([OH:12])[CH:9]=[CH:8][C:6]=2[N:7]=1.[CH3:13][NH:14][C:15]([C:17]1[CH:22]=[C:21](Cl)[CH:20]=[CH:19][N:18]=1)=[O:16].O, predict the reaction product. The product is: [CH3:13][NH:14][C:15]([C:17]1[CH:22]=[C:21]([O:12][C:10]2[CH:9]=[CH:8][C:6]3[N:7]=[C:3]([S:2][CH3:1])[S:4][C:5]=3[CH:11]=2)[CH:20]=[CH:19][N:18]=1)=[O:16]. (4) Given the reactants [F:1][C:2]1[CH:3]=[C:4]([O:9][C:10]2[CH:17]=[CH:16][C:15]([CH2:18][OH:19])=[CH:14][C:11]=2[C:12]#[N:13])[CH:5]=[N:6][C:7]=1[F:8].[H-].[Na+].Cl[C:23]1[CH:24]=[C:25]2[N:32]([CH3:33])[CH2:31][CH2:30][N:26]2[C:27](=[O:29])[N:28]=1, predict the reaction product. The product is: [F:1][C:2]1[CH:3]=[C:4]([O:9][C:10]2[CH:17]=[CH:16][C:15]([CH2:18][O:19][C:23]3[CH:24]=[C:25]4[N:32]([CH3:33])[CH2:31][CH2:30][N:26]4[C:27](=[O:29])[N:28]=3)=[CH:14][C:11]=2[C:12]#[N:13])[CH:5]=[N:6][C:7]=1[F:8]. (5) Given the reactants [N:1]1([CH:7]2[CH2:13][CH2:12][C:11]3[CH:14]=[C:15]([NH2:18])[CH:16]=[CH:17][C:10]=3[CH2:9][CH2:8]2)[CH2:6][CH2:5][O:4][CH2:3][CH2:2]1.Cl[C:20]1[N:25]=[C:24]([NH:26][CH:27]2[CH:32]3[CH2:33][CH:29]([CH:30]=[CH:31]3)[CH:28]2[C:34]([NH2:36])=[O:35])[C:23]([Cl:37])=[CH:22][N:21]=1, predict the reaction product. The product is: [Cl:37][C:23]1[C:24]([NH:26][CH:27]2[CH:32]3[CH2:33][CH:29]([CH:30]=[CH:31]3)[CH:28]2[C:34]([NH2:36])=[O:35])=[N:25][C:20]([NH:18][C:15]2[CH:16]=[CH:17][C:10]3[CH2:9][CH2:8][CH:7]([N:1]4[CH2:6][CH2:5][O:4][CH2:3][CH2:2]4)[CH2:13][CH2:12][C:11]=3[CH:14]=2)=[N:21][CH:22]=1. (6) Given the reactants [OH-].[Na+].[Cl:3][C:4]1[CH:9]=[CH:8][C:7]([C:10]2[CH:11]=[C:12]([C:15]([O:17]C)=[O:16])[NH:13][N:14]=2)=[C:6]([O:19][CH3:20])[CH:5]=1.Cl, predict the reaction product. The product is: [Cl:3][C:4]1[CH:9]=[CH:8][C:7]([C:10]2[CH:11]=[C:12]([C:15]([OH:17])=[O:16])[NH:13][N:14]=2)=[C:6]([O:19][CH3:20])[CH:5]=1. (7) Given the reactants [NH2:1][C:2]1[C:7]([C:8]([F:11])([F:10])[F:9])=[CH:6][C:5]([CH2:12][CH:13]([NH:19][C:20]([N:22]2[CH2:27][CH2:26][CH:25]([N:28]3[CH2:34][CH2:33][C:32]4[CH:35]=[CH:36][CH:37]=[CH:38][C:31]=4[NH:30][C:29]3=[O:39])[CH2:24][CH2:23]2)=[O:21])[C:14]([O:16]CC)=[O:15])=[CH:4][C:3]=1[Cl:40].[OH-].[Na+], predict the reaction product. The product is: [NH2:1][C:2]1[C:7]([C:8]([F:10])([F:11])[F:9])=[CH:6][C:5]([CH2:12][CH:13]([NH:19][C:20]([N:22]2[CH2:23][CH2:24][CH:25]([N:28]3[CH2:34][CH2:33][C:32]4[CH:35]=[CH:36][CH:37]=[CH:38][C:31]=4[NH:30][C:29]3=[O:39])[CH2:26][CH2:27]2)=[O:21])[C:14]([OH:16])=[O:15])=[CH:4][C:3]=1[Cl:40].